Dataset: Full USPTO retrosynthesis dataset with 1.9M reactions from patents (1976-2016). Task: Predict the reactants needed to synthesize the given product. (1) Given the product [Br:16][C:17]1[CH:26]=[C:25]2[C:20]([N:21]=[CH:22][C:23]([C:5]3[CH:4]=[N:3][N:2]([CH3:1])[CH:6]=3)=[N:24]2)=[CH:19][CH:18]=1, predict the reactants needed to synthesize it. The reactants are: [CH3:1][N:2]1[CH:6]=[C:5](B2OC(C)(C)C(C)(C)O2)[CH:4]=[N:3]1.[Br:16][C:17]1[CH:26]=[C:25]2[C:20]([N:21]=[CH:22][C:23](Cl)=[N:24]2)=[CH:19][CH:18]=1.C(=O)([O-])[O-].[Cs+].[Cs+].O. (2) Given the product [F:1][C:2]([F:7])([F:6])[C:3]([OH:5])=[O:4].[CH2:39]([S:36]([N:33]1[CH2:34][CH2:35][CH:30]([C:21]2[C:20]3[C:24](=[C:25]([C:27]([NH2:29])=[O:28])[CH:26]=[C:18]([C:15]4[CH:14]=[C:13]([CH2:12][N:10]([CH3:11])[CH2:8][C:9]5[CH:2]=[CH:41][N:42]=[CH:43][CH:44]=5)[S:17][CH:16]=4)[CH:19]=3)[NH:23][CH:22]=2)[CH2:31][CH2:32]1)(=[O:37])=[O:38])[CH3:40], predict the reactants needed to synthesize it. The reactants are: [F:1][C:2]([F:7])([F:6])[C:3]([OH:5])=[O:4].[CH2:8]([N:10]([CH2:12][C:13]1[S:17][CH:16]=[C:15]([C:18]2[CH:19]=[C:20]3[C:24](=[C:25]([C:27]([NH2:29])=[O:28])[CH:26]=2)[NH:23][CH:22]=[C:21]3[CH:30]2[CH2:35][CH2:34][N:33]([S:36]([CH2:39][CH3:40])(=[O:38])=[O:37])[CH2:32][CH2:31]2)[CH:14]=1)[CH3:11])[CH3:9].[CH3:41][NH:42][CH2:43][CH3:44]. (3) Given the product [N+:9]([C:12]1[CH:20]=[CH:19][CH:18]=[CH:17][C:13]=1[C:14]([NH:6][C:5]1[CH:7]=[CH:8][C:2]([Cl:1])=[CH:3][CH:4]=1)=[O:15])([O-:11])=[O:10], predict the reactants needed to synthesize it. The reactants are: [Cl:1][C:2]1[CH:8]=[CH:7][C:5]([NH2:6])=[CH:4][CH:3]=1.[N+:9]([C:12]1[CH:20]=[CH:19][CH:18]=[CH:17][C:13]=1[C:14](Cl)=[O:15])([O-:11])=[O:10]. (4) The reactants are: Cl.[NH2:2][CH2:3][C:4]1[CH:13]=[CH:12][CH:11]=[C:10]2[C:5]=1[C:6](=[O:23])[N:7]([CH:15]1[CH2:20][CH2:19][C:18](=[O:21])[NH:17][C:16]1=[O:22])[C:8]([CH3:14])=[N:9]2.[C:24](Cl)(=[O:26])[CH3:25].C(N(CC)C(C)C)(C)C. Given the product [O:22]=[C:16]1[CH:15]([N:7]2[C:6](=[O:23])[C:5]3[C:10](=[CH:11][CH:12]=[CH:13][C:4]=3[CH2:3][NH:2][C:24](=[O:26])[CH3:25])[N:9]=[C:8]2[CH3:14])[CH2:20][CH2:19][C:18](=[O:21])[NH:17]1, predict the reactants needed to synthesize it.